Dataset: Full USPTO retrosynthesis dataset with 1.9M reactions from patents (1976-2016). Task: Predict the reactants needed to synthesize the given product. The reactants are: [CH3:1][O:2][C:3]1[CH:4]=[C:5]([CH:8]=[CH:9][C:10]=1[CH2:11][CH3:12])[C:6]#[N:7].[H-].[H-].[H-].[H-].[Li+].[Al+3].[ClH:19].CCOCC. Given the product [CH3:1][O:2][C:3]1[CH:4]=[C:5]([CH:8]=[CH:9][C:10]=1[CH2:11][CH3:12])[CH2:6][NH2:7].[ClH:19], predict the reactants needed to synthesize it.